From a dataset of Forward reaction prediction with 1.9M reactions from USPTO patents (1976-2016). Predict the product of the given reaction. (1) Given the reactants Cl.Cl.Cl.[CH3:4][O:5][C:6]([C@@H:8]1[CH2:12][C@H:11]([N:13]([CH3:15])[CH3:14])[CH2:10][NH:9]1)=[O:7].[CH2:16](O)[CH2:17][CH2:18]C, predict the reaction product. The product is: [CH2:4]([O:5][C:6]([C@@H:8]1[CH2:12][C@H:11]([N:13]([CH3:14])[CH3:15])[CH2:10][NH:9]1)=[O:7])[CH2:16][CH2:17][CH3:18]. (2) Given the reactants [CH3:1][Mg+].[Br-].[Cl:4][C:5]1[CH:10]=[CH:9][C:8]([C:11]2[CH:16]=[N:15][N:14]3[C:17](=[O:27])[N:18]([CH2:20][C:21](=[O:26])[CH2:22][O:23][CH2:24][CH3:25])[N:19]=[C:13]3[C:12]=2[C:28]2[CH:33]=[CH:32][C:31]([Cl:34])=[CH:30][CH:29]=2)=[CH:7][CH:6]=1.[NH4+].[Cl-], predict the reaction product. The product is: [Cl:4][C:5]1[CH:6]=[CH:7][C:8]([C:11]2[CH:16]=[N:15][N:14]3[C:17](=[O:27])[N:18]([CH2:20][C:21]([OH:26])([CH3:1])[CH2:22][O:23][CH2:24][CH3:25])[N:19]=[C:13]3[C:12]=2[C:28]2[CH:29]=[CH:30][C:31]([Cl:34])=[CH:32][CH:33]=2)=[CH:9][CH:10]=1. (3) Given the reactants [CH2:1]([O:3][C:4](=[O:46])[CH:5]([O:32][C:33]1[CH:38]=[CH:37][CH:36]=[CH:35][C:34]=1[CH2:39][CH2:40][C:41]([O:43][CH2:44][CH3:45])=[O:42])[CH:6]([CH2:8][CH2:9][CH2:10][CH2:11][CH2:12][CH2:13][O:14][C:15]1[CH:20]=[C:19]([C:21]2[CH:30]=[CH:29][C:24]3[O:25][CH2:26][CH2:27][O:28][C:23]=3[CH:22]=2)[CH:18]=[C:17](Br)[CH:16]=1)[CH3:7])[CH3:2].[F:47][C:48]1[CH:53]=[CH:52][C:51](B(O)O)=[CH:50][CH:49]=1, predict the reaction product. The product is: [CH2:1]([O:3][C:4](=[O:46])[CH:5]([O:32][C:33]1[CH:38]=[CH:37][CH:36]=[CH:35][C:34]=1[CH2:39][CH2:40][C:41]([O:43][CH2:44][CH3:45])=[O:42])[CH:6]([CH2:8][CH2:9][CH2:10][CH2:11][CH2:12][CH2:13][O:14][C:15]1[CH:16]=[C:17]([C:51]2[CH:52]=[CH:53][C:48]([F:47])=[CH:49][CH:50]=2)[CH:18]=[C:19]([C:21]2[CH:30]=[CH:29][C:24]3[O:25][CH2:26][CH2:27][O:28][C:23]=3[CH:22]=2)[CH:20]=1)[CH3:7])[CH3:2]. (4) Given the reactants [F:1][C:2]1([F:24])[O:6][C:5]2[CH:7]=[CH:8][C:9]([NH:11][CH2:12][CH2:13][C:14]3[CH:19]=[CH:18][C:17]([C:20]([F:23])([F:22])[F:21])=[CH:16][CH:15]=3)=[CH:10][C:4]=2[O:3]1.C(OC([NH:32][CH:33]([C:37]1[CH:42]=[CH:41][CH:40]=[CH:39][CH:38]=1)[C:34](O)=[O:35])=O)(C)(C)C, predict the reaction product. The product is: [NH2:32][CH:33]([C:37]1[CH:42]=[CH:41][CH:40]=[CH:39][CH:38]=1)[C:34]([N:11]([C:9]1[CH:8]=[CH:7][C:5]2[O:6][C:2]([F:1])([F:24])[O:3][C:4]=2[CH:10]=1)[CH2:12][CH2:13][C:14]1[CH:19]=[CH:18][C:17]([C:20]([F:23])([F:21])[F:22])=[CH:16][CH:15]=1)=[O:35].